This data is from Reaction yield outcomes from USPTO patents with 853,638 reactions. The task is: Predict the reaction yield, written as a fraction of the theoretical maximum amount of product (1.0 means a 100% yield; for example, 0.34 means a 34% yield). The reactants are [Si]([O:8][CH2:9][CH:10]([CH2:28][O:29][Si](C(C)(C)C)(C)C)[CH2:11][O:12][C:13]1[CH:20]=[C:19]([O:21][CH3:22])[C:18]([C:23]2[S:24][CH:25]=[CH:26][CH:27]=2)=[CH:17][C:14]=1[CH:15]=[O:16])(C(C)(C)C)(C)C.[F-].C([N+](CCCC)(CCCC)CCCC)CCC. The catalyst is O1CCCC1.C(OCC)(=O)C. The product is [OH:8][CH2:9][CH:10]([CH2:28][OH:29])[CH2:11][O:12][C:13]1[CH:20]=[C:19]([O:21][CH3:22])[C:18]([C:23]2[S:24][CH:25]=[CH:26][CH:27]=2)=[CH:17][C:14]=1[CH:15]=[O:16]. The yield is 0.990.